This data is from Reaction yield outcomes from USPTO patents with 853,638 reactions. The task is: Predict the reaction yield, written as a fraction of the theoretical maximum amount of product (1.0 means a 100% yield; for example, 0.34 means a 34% yield). The reactants are [CH2:1]1[C:6]2[NH:7][C:8]3[C:13]([C:5]=2[CH2:4][CH2:3][NH:2]1)=[CH:12][CH:11]=[CH:10][CH:9]=3.[CH3:14][C:15]([CH3:20])([CH3:19])[C:16](Cl)=[O:17].C(N(CC)CC)C. The catalyst is C(Cl)Cl. The product is [CH3:14][C:15]([CH3:20])([CH3:19])[C:16]([N:2]1[CH2:3][CH2:4][C:5]2[C:13]3[C:8](=[CH:9][CH:10]=[CH:11][CH:12]=3)[NH:7][C:6]=2[CH2:1]1)=[O:17]. The yield is 0.940.